From a dataset of Full USPTO retrosynthesis dataset with 1.9M reactions from patents (1976-2016). Predict the reactants needed to synthesize the given product. (1) Given the product [OH:33][CH2:29][C@@H:1]1[O:8][C:9](=[O:22])[N:10]([C:11]2[CH:20]=[CH:19][C:18]3[C:17](=[O:21])[CH2:16][CH2:15][CH2:14][C:13]=3[CH:12]=2)[CH2:2]1, predict the reactants needed to synthesize it. The reactants are: [CH2:1]([O:8][C:9](=[O:22])[NH:10][C:11]1[CH:20]=[CH:19][C:18]2[C:17](=[O:21])[CH2:16][CH2:15][CH2:14][C:13]=2[CH:12]=1)[C:2]1C=CC=CC=1.C[Si]([NH-])(C)C.[Li+].[C:29](OC[C@@H]1OC1)(=[O:33])CCC. (2) Given the product [CH3:20][C:21]1([CH3:36])[C:25]2=[N:26][CH:27]=[C:28]([N:30]3[CH2:35][CH2:34][O:33][CH2:32][CH2:31]3)[CH:29]=[C:24]2[N:23]([C:2]2[C:11]3[C:6](=[N:7][CH:8]=[CH:9][CH:10]=3)[N:5]=[C:4]([C:12]3[CH:17]=[CH:16][CH:15]=[C:14]([F:18])[CH:13]=3)[C:3]=2[CH3:19])[CH2:22]1, predict the reactants needed to synthesize it. The reactants are: Cl[C:2]1[C:11]2[C:6](=[N:7][CH:8]=[CH:9][CH:10]=2)[N:5]=[C:4]([C:12]2[CH:17]=[CH:16][CH:15]=[C:14]([F:18])[CH:13]=2)[C:3]=1[CH3:19].[CH3:20][C:21]1([CH3:36])[C:25]2=[N:26][CH:27]=[C:28]([N:30]3[CH2:35][CH2:34][O:33][CH2:32][CH2:31]3)[CH:29]=[C:24]2[NH:23][CH2:22]1.CC(C)([O-])C.[Na+]. (3) Given the product [O:23]1[CH:10]([CH2:11][CH2:12][CH2:13][CH2:14][CH2:15][CH2:16][CH2:17][CH3:18])[CH:9]1[CH2:8][CH2:7][CH2:6][CH2:5][CH2:4][CH2:3][CH2:2][C:1]([O:20][CH3:21])=[O:19], predict the reactants needed to synthesize it. The reactants are: [C:1]([O:20][CH3:21])(=[O:19])[CH2:2][CH2:3][CH2:4][CH2:5][CH2:6][CH2:7][CH2:8]/[CH:9]=[CH:10]\[CH2:11][CH2:12][CH2:13][CH2:14][CH2:15][CH2:16][CH2:17][CH3:18].C(O)=[O:23].OO. (4) Given the product [NH2:1][C:2]1[C:3]([OH:17])=[C:4]([S:9]([N:12]([CH2:13][CH3:14])[O:15][CH3:16])(=[O:10])=[O:11])[CH:5]=[CH:6][CH:7]=1, predict the reactants needed to synthesize it. The reactants are: [NH2:1][C:2]1[C:3]([OH:17])=[C:4]([S:9]([N:12]([O:15][CH3:16])[CH2:13][CH3:14])(=[O:11])=[O:10])[C:5](Cl)=[CH:6][CH:7]=1. (5) Given the product [Cl:27][C:24]1[CH:25]=[CH:26][C:21]([N:14]2[C:15]3[CH:20]=[CH:19][CH:18]=[CH:17][C:16]=3[N:12]([CH2:11][CH2:10][CH2:9][CH2:8][N:1]3[CH2:6][CH2:5][O:4][CH2:3][CH2:2]3)[S:13]2(=[O:28])=[O:29])=[CH:22][CH:23]=1, predict the reactants needed to synthesize it. The reactants are: [NH:1]1[CH2:6][CH2:5][O:4][CH2:3][CH2:2]1.Br[CH2:8][CH2:9][CH2:10][CH2:11][N:12]1[C:16]2[CH:17]=[CH:18][CH:19]=[CH:20][C:15]=2[N:14]([C:21]2[CH:26]=[CH:25][C:24]([Cl:27])=[CH:23][CH:22]=2)[S:13]1(=[O:29])=[O:28]. (6) Given the product [CH3:1][O:2][C:3]1[CH:4]=[CH:5][CH:6]=[C:7]2[C:12]=1[CH2:11][C@H:10]([NH:13][CH2:14][CH2:15][CH3:16])[CH2:9][CH2:8]2, predict the reactants needed to synthesize it. The reactants are: [CH3:1][O:2][C:3]1[CH:4]=[CH:5][CH:6]=[C:7]2[C:12]=1[CH2:11][CH:10]([NH:13][CH2:14][CH2:15][CH3:16])[CH2:9][CH2:8]2. (7) Given the product [CH2:9]([O:7][CH2:6][CH2:5][CH2:4][CH2:3][OH:8])[C:10]1[CH:15]=[CH:14][CH:13]=[CH:12][CH:11]=1, predict the reactants needed to synthesize it. The reactants are: [H-].[Na+].[CH2:3]([OH:8])[CH2:4][CH2:5][CH2:6][OH:7].[CH2:9](Br)[C:10]1[CH:15]=[CH:14][CH:13]=[CH:12][CH:11]=1. (8) The reactants are: OC1C=C(CCC[N:11]2[C:19](=[O:20])[C:18]3[C:13](=[CH:14][CH:15]=[CH:16][CH:17]=3)[C:12]2=[O:21])C=CC=1.COCCCCO. Given the product [C:12]1(=[O:21])[C:13]2[C:18](=[CH:17][CH:16]=[CH:15][CH:14]=2)[C:19](=[O:20])[NH:11]1, predict the reactants needed to synthesize it.